This data is from Peptide-MHC class II binding affinity with 134,281 pairs from IEDB. The task is: Regression. Given a peptide amino acid sequence and an MHC pseudo amino acid sequence, predict their binding affinity value. This is MHC class II binding data. (1) The peptide sequence is TVYVGIVTMLSPMLHK. The MHC is HLA-DQA10303-DQB10402 with pseudo-sequence HLA-DQA10303-DQB10402. The binding affinity (normalized) is 0. (2) The peptide sequence is APGAAAAPLSWSKDI. The MHC is DRB1_0301 with pseudo-sequence DRB1_0301. The binding affinity (normalized) is 0.0225. (3) The peptide sequence is TLTEALRVIAGTLEV. The MHC is HLA-DQA10201-DQB10202 with pseudo-sequence HLA-DQA10201-DQB10202. The binding affinity (normalized) is 0.287. (4) The peptide sequence is DNEAYEMPSEEGYQD. The MHC is HLA-DPA10201-DPB11401 with pseudo-sequence HLA-DPA10201-DPB11401. The binding affinity (normalized) is 0. (5) The peptide sequence is MKDLDEPGHLAPTGM. The MHC is DRB3_0101 with pseudo-sequence DRB3_0101. The binding affinity (normalized) is 0.237.